From a dataset of Full USPTO retrosynthesis dataset with 1.9M reactions from patents (1976-2016). Predict the reactants needed to synthesize the given product. (1) Given the product [Cl:13][C:5]1[C:4]2[C:9](=[CH:10][CH:11]=[C:2]([NH:24][CH2:23][C:22]3[CH:25]=[CH:26][CH:27]=[CH:28][C:21]=3[N:18]3[CH2:17][CH2:16][N:15]([CH3:14])[CH2:20][CH2:19]3)[CH:3]=2)[C:8](=[O:12])[NH:7][N:6]=1, predict the reactants needed to synthesize it. The reactants are: Br[C:2]1[CH:3]=[C:4]2[C:9](=[CH:10][CH:11]=1)[C:8](=[O:12])[NH:7][N:6]=[C:5]2[Cl:13].[CH3:14][N:15]1[CH2:20][CH2:19][N:18]([C:21]2[CH:28]=[CH:27][CH:26]=[CH:25][C:22]=2[CH2:23][NH2:24])[CH2:17][CH2:16]1.C1C=CC(P(C2C(C3C(P(C4C=CC=CC=4)C4C=CC=CC=4)=CC=C4C=3C=CC=C4)=C3C(C=CC=C3)=CC=2)C2C=CC=CC=2)=CC=1.CC([O-])(C)C.[Na+]. (2) Given the product [C:13]([C:7]1[CH:8]=[C:9]2[C:4](=[CH:5][CH:6]=1)[S:3][C:2]([CH3:1])([CH3:19])[CH2:11][C:10]2=[O:12])#[CH:14], predict the reactants needed to synthesize it. The reactants are: [CH3:1][C:2]1([CH3:19])[CH2:11][C:10](=[O:12])[C:9]2[C:4](=[CH:5][CH:6]=[C:7]([C:13]#[C:14][Si](C)(C)C)[CH:8]=2)[S:3]1.C([O-])([O-])=O.[K+].[K+]. (3) Given the product [C:1]([O:5][C:6]([N:8]1[CH2:13][C@H:12]([O:14][CH2:43][C:44]2[CH:45]=[C:46]([O:54][CH3:55])[C:47]3[C:52](=[CH:51][CH:50]=[CH:49][CH:48]=3)[CH:53]=2)[C@@H:11]([C:15]2[CH:20]=[CH:19][C:18]([O:21][CH2:22][CH2:23][CH2:24][O:25][C:26]3[CH:31]=[CH:30][CH:29]=[CH:28][C:27]=3[Cl:32])=[CH:17][CH:16]=2)[C@H:10]([O:33][CH2:34][C@H:35]2[CH2:39][O:38][C:37]([CH3:41])([CH3:40])[O:36]2)[CH2:9]1)=[O:7])([CH3:4])([CH3:2])[CH3:3], predict the reactants needed to synthesize it. The reactants are: [C:1]([O:5][C:6]([N:8]1[CH2:13][C@H:12]([OH:14])[C@@H:11]([C:15]2[CH:20]=[CH:19][C:18]([O:21][CH2:22][CH2:23][CH2:24][O:25][C:26]3[CH:31]=[CH:30][CH:29]=[CH:28][C:27]=3[Cl:32])=[CH:17][CH:16]=2)[C@H:10]([O:33][CH2:34][C@H:35]2[CH2:39][O:38][C:37]([CH3:41])([CH3:40])[O:36]2)[CH2:9]1)=[O:7])([CH3:4])([CH3:3])[CH3:2].Cl[CH2:43][C:44]1[CH:45]=[C:46]([O:54][CH3:55])[C:47]2[C:52]([CH:53]=1)=[CH:51][CH:50]=[CH:49][CH:48]=2. (4) Given the product [NH2:3][C:4]1[CH:9]=[C:8]([CH2:10][C:11]([N:13]([CH3:14])[CH3:15])=[O:12])[CH:7]=[CH:6][C:5]=1[NH2:1], predict the reactants needed to synthesize it. The reactants are: [N:1]1S[N:3]=[C:4]2[CH:9]=[C:8]([CH2:10][C:11]([N:13]([CH3:15])[CH3:14])=[O:12])[CH:7]=[CH:6][C:5]=12. (5) The reactants are: [C:1]([O:5][C:6]([NH:8][CH2:9][C:10]1[CH:15]=[CH:14][C:13](/[CH:16]=[CH:17]/[C:18](O)=[O:19])=[CH:12][C:11]=1[C:21]([F:24])([F:23])[F:22])=[O:7])([CH3:4])([CH3:3])[CH3:2].ClC1C=C(O)C2N=NNC=2C=1.Cl.C(N=C=NCCCN(C)C)C.CCN(C(C)C)C(C)C.[F:57][C:58]([F:72])([F:71])[CH:59]([C:61]1[CH:66]=[CH:65][CH:64]=[C:63]([C:67]([F:70])([F:69])[F:68])[CH:62]=1)[NH2:60]. Given the product [O:19]=[C:18]([NH:60][CH:59]([C:61]1[CH:66]=[CH:65][CH:64]=[C:63]([C:67]([F:68])([F:69])[F:70])[CH:62]=1)[C:58]([F:71])([F:72])[F:57])/[CH:17]=[CH:16]/[C:13]1[CH:14]=[CH:15][C:10]([CH2:9][NH:8][C:6](=[O:7])[O:5][C:1]([CH3:4])([CH3:3])[CH3:2])=[C:11]([C:21]([F:22])([F:23])[F:24])[CH:12]=1, predict the reactants needed to synthesize it.